Dataset: Forward reaction prediction with 1.9M reactions from USPTO patents (1976-2016). Task: Predict the product of the given reaction. (1) The product is: [Cl:24][C:9]1[C:10]2[N:11]=[C:2]([Cl:1])[CH:3]=[CH:4][C:5]=2[N:6]=[CH:7][N:8]=1. Given the reactants [Cl:1][C:2]1[CH:3]=[CH:4][C:5]2[N:6]=[CH:7][NH:8][C:9](=O)[C:10]=2[N:11]=1.C(N(CC)C(C)C)(C)C.O=P(Cl)(Cl)[Cl:24], predict the reaction product. (2) Given the reactants [F:1][C:2]1[C:10]([F:11])=[CH:9][C:5]([C:6](O)=[O:7])=[C:4]([CH3:12])[CH:3]=1.C(Cl)(=O)C([Cl:16])=O.CN(C)C=O, predict the reaction product. The product is: [F:1][C:2]1[C:10]([F:11])=[CH:9][C:5]([C:6]([Cl:16])=[O:7])=[C:4]([CH3:12])[CH:3]=1.